This data is from Reaction yield outcomes from USPTO patents with 853,638 reactions. The task is: Predict the reaction yield, written as a fraction of the theoretical maximum amount of product (1.0 means a 100% yield; for example, 0.34 means a 34% yield). (1) The reactants are [Cl:1][C:2]1[N:3]([S:15]([C:18]2[CH:23]=[CH:22][C:21]([C:24]([F:27])([F:26])[F:25])=[CH:20][CH:19]=2)(=[O:17])=[O:16])[C:4]([C:9]2[CH:14]=[CH:13][CH:12]=[CH:11][CH:10]=2)=[CH:5][C:6]=1[CH:7]=O.CO.[CH3:30][NH2:31].[BH4-].[Na+].Cl.C(=O)([O-])O.[Na+]. The catalyst is CO. The product is [ClH:1].[Cl:1][C:2]1[N:3]([S:15]([C:18]2[CH:23]=[CH:22][C:21]([C:24]([F:27])([F:26])[F:25])=[CH:20][CH:19]=2)(=[O:17])=[O:16])[C:4]([C:9]2[CH:14]=[CH:13][CH:12]=[CH:11][CH:10]=2)=[CH:5][C:6]=1[CH2:7][NH:31][CH3:30]. The yield is 0.550. (2) The reactants are CC(C)([O-])C.[Na+].Br[C:8]1[CH:15]=[CH:14][C:11]([C:12]#[N:13])=[CH:10][CH:9]=1.C([NH2:23])C1C=CC=CC=1.[C:24]1(C)[CH:29]=[CH:28][CH:27]=[CH:26][CH:25]=1. The catalyst is C1C=CC(/C=C/C(/C=C/C2C=CC=CC=2)=O)=CC=1.C1C=CC(/C=C/C(/C=C/C2C=CC=CC=2)=O)=CC=1.C1C=CC(/C=C/C(/C=C/C2C=CC=CC=2)=O)=CC=1.[Pd].[Pd].C1(P(C2C=CC=CC=2)C2(P(C3C=CC=CC=3)C3C=CC=CC=3)CC=C3C(C=CC=C3)=C2C2C3C(=CC=CC=3)C=CC=2)C=CC=CC=1. The product is [C:24]1([NH:23][C:8]2[CH:15]=[CH:14][C:11]([C:12]#[N:13])=[CH:10][CH:9]=2)[CH:29]=[CH:28][CH:27]=[CH:26][CH:25]=1. The yield is 0.630.